Dataset: Catalyst prediction with 721,799 reactions and 888 catalyst types from USPTO. Task: Predict which catalyst facilitates the given reaction. (1) Product: [Cl:1][C:2]1[CH:7]=[CH:6][C:5]([C:8]([C:10]2[CH:15]=[CH:14][CH:13]=[CH:12][C:11]=2[C:16]2[C:17]([CH2:22][OH:23])=[N:18][O:19][C:20]=2[CH3:21])=[O:9])=[CH:4][CH:3]=1. Reactant: [Cl:1][C:2]1[CH:7]=[CH:6][C:5]([C:8]([C:10]2[CH:15]=[CH:14][CH:13]=[CH:12][C:11]=2[C:16]2[C:17]([CH2:22][O:23]CC3C=CC(OC)=CC=3)=[N:18][O:19][C:20]=2[CH3:21])=[O:9])=[CH:4][CH:3]=1.C(Cl)Cl.C(C1C(=O)C(Cl)=C(Cl)C(=O)C=1C#N)#N.C([O-])(O)=O.[Na+]. The catalyst class is: 6. (2) Reactant: [Cl:1][C:2]1[CH:3]=[CH:4][CH:5]=[C:6]2[C:11]=1[N:10]=[C:9]([C:12]1[CH:17]=[CH:16][CH:15]=[CH:14][C:13]=1[C:18]([F:21])([F:20])[F:19])[C:8]([CH2:22]O)=[CH:7]2.O=S(Cl)[Cl:26]. Product: [Cl:1][C:2]1[CH:3]=[CH:4][CH:5]=[C:6]2[C:11]=1[N:10]=[C:9]([C:12]1[CH:17]=[CH:16][CH:15]=[CH:14][C:13]=1[C:18]([F:21])([F:20])[F:19])[C:8]([CH2:22][Cl:26])=[CH:7]2. The catalyst class is: 4. (3) Reactant: [C:1]([O:5][C:6](=[O:30])[NH:7][C:8]1[CH:13]=[C:12]([N:14]2[CH2:19][CH2:18][O:17][CH2:16][CH2:15]2)[CH:11]=[C:10](/[CH:20]=[CH:21]/[C:22]2[O:23][C:24]([CH2:28][CH3:29])=[C:25]([CH3:27])[N:26]=2)[N:9]=1)([CH3:4])([CH3:3])[CH3:2]. Product: [C:1]([O:5][C:6](=[O:30])[NH:7][C:8]1[CH:13]=[C:12]([N:14]2[CH2:19][CH2:18][O:17][CH2:16][CH2:15]2)[CH:11]=[C:10]([CH2:20][CH2:21][C:22]2[O:23][C:24]([CH2:28][CH3:29])=[C:25]([CH3:27])[N:26]=2)[N:9]=1)([CH3:4])([CH3:3])[CH3:2]. The catalyst class is: 129. (4) Reactant: [C:1]([N:8]1[CH2:12][CH2:11][CH2:10][CH:9]1[CH2:13][C:14]([OH:16])=O)([O:3][C:4]([CH3:7])([CH3:6])[CH3:5])=[O:2].[F:17][C:18]1[CH:27]=[CH:26][C:21]([C:22]([NH:24]O)=[NH:23])=[CH:20][CH:19]=1.C1C=CC2N(O)N=NC=2C=1.CCN=C=NCCCN(C)C.Cl.C(N(CC)CC)C. Product: [C:4]([O:3][C:1]([N:8]1[CH2:12][CH2:11][CH2:10][CH:9]1[CH2:13][C:14]1[O:16][N:24]=[C:22]([C:21]2[CH:26]=[CH:27][C:18]([F:17])=[CH:19][CH:20]=2)[N:23]=1)=[O:2])([CH3:5])([CH3:6])[CH3:7]. The catalyst class is: 12. (5) Reactant: [N:1]1([CH2:6][CH2:7][O:8][C:9]2[CH:10]=[C:11]3[C:16](=[CH:17][CH:18]=2)[C:15](=[O:19])[CH2:14][CH2:13][CH2:12]3)[CH:5]=[CH:4][N:3]=[CH:2]1.[CH:20]([C:22]1[S:23][CH:24]=[CH:25][N:26]=1)=[O:21].OS(O)(=O)=O. Product: [OH:21][CH:20]([C:22]1[S:23][CH:24]=[CH:25][N:26]=1)[CH:14]1[CH2:13][CH2:12][C:11]2[C:16](=[CH:17][CH:18]=[C:9]([O:8][CH2:7][CH2:6][N:1]3[CH:5]=[CH:4][N:3]=[CH:2]3)[CH:10]=2)[C:15]1=[O:19]. The catalyst class is: 313. (6) Reactant: [Si]([O:8][CH:9]1[CH2:14][CH2:13][N:12]([C:15]2[CH:16]=[N:17][C:18]3[C:23]([CH:24]=2)=[CH:22][C:21]([S:25][C:26]2[N:30]4[CH:31]=[C:32]([C:35]5[CH:36]=[N:37][N:38]([CH3:40])[CH:39]=5)[CH:33]=[CH:34][C:29]4=[N:28][N:27]=2)=[CH:20][CH:19]=3)[CH2:11][CH2:10]1)(C(C)(C)C)(C)C.Cl. Product: [CH3:40][N:38]1[CH:39]=[C:35]([C:32]2[CH:33]=[CH:34][C:29]3[N:30]([C:26]([S:25][C:21]4[CH:22]=[C:23]5[C:18](=[CH:19][CH:20]=4)[N:17]=[CH:16][C:15]([N:12]4[CH2:11][CH2:10][CH:9]([OH:8])[CH2:14][CH2:13]4)=[CH:24]5)=[N:27][N:28]=3)[CH:31]=2)[CH:36]=[N:37]1. The catalyst class is: 5. (7) Reactant: [CH:1]1[C:10]2[C:5](=[CH:6][CH:7]=[CH:8][CH:9]=2)[CH:4]=[CH:3][C:2]=1[NH2:11].C1C(=O)N([Cl:19])C(=O)C1. Product: [Cl:19][C:1]1[C:10]2[C:5](=[CH:6][CH:7]=[CH:8][CH:9]=2)[CH:4]=[CH:3][C:2]=1[NH2:11]. The catalyst class is: 53. (8) Reactant: Cl[C:2]1[N:10]=[C:9]([I:11])[N:8]=[C:7]2[C:3]=1[N:4]=[CH:5][N:6]2[CH:12]([CH3:14])[CH3:13].[CH2:15]([O:17][P:18]([C:23]([C:29]1[CH:34]=[CH:33][C:32]([NH2:35])=[CH:31][CH:30]=1)([O:26][CH2:27][CH3:28])[PH2:24]=[O:25])(=[O:22])[O:19][CH2:20][CH3:21])[CH3:16].CCN(C(C)C)C(C)C. Product: [CH2:15]([O:17][P:18]([C:23]([O:26][CH2:27][CH3:28])([C:29]1[CH:30]=[CH:31][C:32]([NH:35][C:2]2[N:10]=[C:9]([I:11])[N:8]=[C:7]3[C:3]=2[N:4]=[CH:5][N:6]3[CH:12]([CH3:14])[CH3:13])=[CH:33][CH:34]=1)[PH2:24]=[O:25])(=[O:22])[O:19][CH2:20][CH3:21])[CH3:16]. The catalyst class is: 14. (9) The catalyst class is: 22. Product: [F:7][C:8]1[CH:15]=[CH:14][CH:13]=[C:12]([F:16])[C:9]=1[CH2:10][N:3]1[CH2:4][CH:5]=[CH:6][N:2]1[OH:1]. Reactant: [OH:1][N:2]1[CH:6]=[CH:5][CH:4]=[N:3]1.[F:7][C:8]1[CH:15]=[CH:14][CH:13]=[C:12]([F:16])[C:9]=1[CH2:10]Br.